This data is from Peptide-MHC class I binding affinity with 185,985 pairs from IEDB/IMGT. The task is: Regression. Given a peptide amino acid sequence and an MHC pseudo amino acid sequence, predict their binding affinity value. This is MHC class I binding data. (1) The peptide sequence is KINAWIKGV. The MHC is HLA-A68:02 with pseudo-sequence HLA-A68:02. The binding affinity (normalized) is 0.0284. (2) The peptide sequence is VQLPQYFTF. The MHC is HLA-B51:01 with pseudo-sequence HLA-B51:01. The binding affinity (normalized) is 0.0847. (3) The binding affinity (normalized) is 0.0847. The peptide sequence is FHERGYVKL. The MHC is HLA-A02:01 with pseudo-sequence HLA-A02:01.